Dataset: Full USPTO retrosynthesis dataset with 1.9M reactions from patents (1976-2016). Task: Predict the reactants needed to synthesize the given product. (1) The reactants are: C1C=CC2N(O)N=NC=2C=1.C(N(C(C)C)CC)(C)C.FC(F)(F)C(O)=O.[Cl:27][CH2:28][CH2:29][CH2:30]/[C:31](=[CH:35]\[C:36]1[CH:41]=[CH:40][C:39]([N:42]2[CH:46]=[C:45]([CH3:47])[N:44]=[CH:43]2)=[C:38]([O:48][CH3:49])[CH:37]=1)/[C:32]([OH:34])=O.[NH:50]1[C:58]2[C:53](=[CH:54][CH:55]=[CH:56][CH:57]=2)[C:52]([CH:59]([NH2:61])[CH3:60])=[CH:51]1. Given the product [NH:50]1[C:58]2[C:53](=[CH:54][CH:55]=[CH:56][CH:57]=2)[C:52]([CH:59]([NH:61][C:32](=[O:34])/[C:31](=[CH:35]/[C:36]2[CH:41]=[CH:40][C:39]([N:42]3[CH:46]=[C:45]([CH3:47])[N:44]=[CH:43]3)=[C:38]([O:48][CH3:49])[CH:37]=2)/[CH2:30][CH2:29][CH2:28][Cl:27])[CH3:60])=[CH:51]1, predict the reactants needed to synthesize it. (2) Given the product [CH:15]1([C:11]2[C:3]3=[C:4]4[CH:10]=[CH:9][NH:8][C:5]4=[N:6][CH:7]=[C:2]3[N:13]([CH3:14])[N:12]=2)[CH2:20][CH2:19][CH2:18][CH2:17][CH2:16]1, predict the reactants needed to synthesize it. The reactants are: Cl[C:2]1[C:3]([C:11]([CH:15]2[CH2:20][CH2:19][CH2:18][CH2:17][CH2:16]2)=[N:12][NH:13][CH3:14])=[C:4]2[CH:10]=[CH:9][NH:8][C:5]2=[N:6][CH:7]=1.CC(C)([O-])C.[Na+].